Dataset: Peptide-MHC class II binding affinity with 134,281 pairs from IEDB. Task: Regression. Given a peptide amino acid sequence and an MHC pseudo amino acid sequence, predict their binding affinity value. This is MHC class II binding data. (1) The peptide sequence is SPKARSERPAIVPPA. The MHC is DRB3_0202 with pseudo-sequence DRB3_0202. The binding affinity (normalized) is 0.105. (2) The peptide sequence is AYAQRVYQANRAAGS. The MHC is DRB1_1501 with pseudo-sequence DRB1_1501. The binding affinity (normalized) is 0.606. (3) The peptide sequence is AQLSQLISLLPSTLQ. The MHC is HLA-DPA10103-DPB10401 with pseudo-sequence HLA-DPA10103-DPB10401. The binding affinity (normalized) is 0.616. (4) The peptide sequence is QEALEDFREFSRAKGL. The MHC is DRB1_0101 with pseudo-sequence DRB1_0101. The binding affinity (normalized) is 0.331. (5) The peptide sequence is FMRMAWGGSYIALDS. The MHC is DRB1_0802 with pseudo-sequence DRB1_0802. The binding affinity (normalized) is 0.155. (6) The peptide sequence is RVPLTSNNGIKQQGI. The MHC is DRB1_1201 with pseudo-sequence DRB1_1201. The binding affinity (normalized) is 0.275. (7) The MHC is HLA-DQA10101-DQB10501 with pseudo-sequence HLA-DQA10101-DQB10501. The peptide sequence is EDDLLNRNNTFKPFA. The binding affinity (normalized) is 0.